From a dataset of Reaction yield outcomes from USPTO patents with 853,638 reactions. Predict the reaction yield, written as a fraction of the theoretical maximum amount of product (1.0 means a 100% yield; for example, 0.34 means a 34% yield). (1) The reactants are C([N:3](C(C)C)[CH:4]([CH3:6])[CH3:5])C.C(N)(C)C.[NH2:14][C:15]1[S:16][C:17]2[CH:23]=[C:22]([S:24][C:25]([CH3:30])([CH3:29])[C:26]([OH:28])=O)[CH:21]=[CH:20][C:18]=2[N:19]=1.Cl.CN(C)CCCN=C=NCC. The catalyst is CN(C=O)C. The product is [NH2:14][C:15]1[S:16][C:17]2[CH:23]=[C:22]([S:24][C:25]([CH3:30])([CH3:29])[C:26]([NH:3][CH:4]([CH3:6])[CH3:5])=[O:28])[CH:21]=[CH:20][C:18]=2[N:19]=1. The yield is 0.218. (2) The reactants are [F:1][C:2]1[CH:7]=[CH:6][C:5]([C:8](=[O:10])[CH3:9])=[CH:4][CH:3]=1.[Br:11][C:12]1[CH:13]=[C:14]([CH:18]=O)[CH:15]=[N:16][CH:17]=1.CO.[OH-].[Na+]. The catalyst is O. The product is [Br:11][C:12]1[CH:13]=[C:14](/[CH:18]=[CH:9]/[C:8]([C:5]2[CH:6]=[CH:7][C:2]([F:1])=[CH:3][CH:4]=2)=[O:10])[CH:15]=[N:16][CH:17]=1. The yield is 0.884.